Dataset: NCI-60 drug combinations with 297,098 pairs across 59 cell lines. Task: Regression. Given two drug SMILES strings and cell line genomic features, predict the synergy score measuring deviation from expected non-interaction effect. (1) Drug 1: CC(C1=C(C=CC(=C1Cl)F)Cl)OC2=C(N=CC(=C2)C3=CN(N=C3)C4CCNCC4)N. Drug 2: C(CN)CNCCSP(=O)(O)O. Cell line: SK-MEL-28. Synergy scores: CSS=1.20, Synergy_ZIP=0.454, Synergy_Bliss=1.32, Synergy_Loewe=-2.56, Synergy_HSA=-2.57. (2) Drug 1: CC(CN1CC(=O)NC(=O)C1)N2CC(=O)NC(=O)C2. Drug 2: CN(C)C1=NC(=NC(=N1)N(C)C)N(C)C. Cell line: OVCAR-4. Synergy scores: CSS=17.0, Synergy_ZIP=4.63, Synergy_Bliss=7.21, Synergy_Loewe=0.476, Synergy_HSA=4.08. (3) Drug 1: C1=CN(C=N1)CC(O)(P(=O)(O)O)P(=O)(O)O. Drug 2: CC(C)CN1C=NC2=C1C3=CC=CC=C3N=C2N. Cell line: BT-549. Synergy scores: CSS=-1.27, Synergy_ZIP=1.14, Synergy_Bliss=0.0477, Synergy_Loewe=-0.222, Synergy_HSA=-2.30.